From a dataset of Full USPTO retrosynthesis dataset with 1.9M reactions from patents (1976-2016). Predict the reactants needed to synthesize the given product. (1) Given the product [NH2:1][C:4]1[CH:5]=[CH:6][C:7]([C:10](=[O:14])[CH:11]([CH3:12])[CH3:13])=[CH:8][CH:9]=1, predict the reactants needed to synthesize it. The reactants are: [N+:1]([C:4]1[CH:9]=[CH:8][C:7]([C:10](=[O:14])[CH:11]([CH3:13])[CH3:12])=[CH:6][CH:5]=1)([O-])=O.O.O.Cl[Sn]Cl.C(OCC)(=O)C.CCN(CC)CC. (2) Given the product [N+:8]([C:11]1[CH:16]=[CH:15][C:14]([C:17]2[S:18][CH:19]=[CH:20][CH:21]=2)=[CH:13][C:12]=1[NH:22][C:23](=[O:24])[NH2:25])([O-:10])=[O:9], predict the reactants needed to synthesize it. The reactants are: C(OC(=O)C)(=O)C.[N+:8]([C:11]1[CH:16]=[CH:15][C:14]([C:17]2[S:18][CH:19]=[CH:20][CH:21]=2)=[CH:13][C:12]=1[NH:22][C:23]([NH:25]CC1CCNCC1)=[O:24])([O-:10])=[O:9].C(N(CC)CC)C. (3) Given the product [F:5][C:6]1[CH:34]=[CH:33][C:9]([CH:10]([C:23]([OH:32])([CH:28]=[C:29]([CH3:30])[CH3:31])[C:24]([F:26])([F:25])[F:27])[NH:11][C:12]2[CH:21]=[CH:20][CH:19]=[C:18]3[C:13]=2[CH:14]=[N:15][C:16]([CH3:22])=[N:17]3)=[C:8]([O:35][CH3:36])[CH:7]=1, predict the reactants needed to synthesize it. The reactants are: B(Br)(Br)Br.[F:5][C:6]1[CH:34]=[CH:33][C:9]([CH:10]([C:23]([OH:32])([CH2:28][C:29]([CH3:31])=[CH2:30])[C:24]([F:27])([F:26])[F:25])[NH:11][C:12]2[CH:21]=[CH:20][CH:19]=[C:18]3[C:13]=2[CH:14]=[N:15][C:16]([CH3:22])=[N:17]3)=[C:8]([O:35][CH3:36])[CH:7]=1. (4) Given the product [CH:6]([C:54]1[CH:59]=[CH:58][CH:57]=[CH:56][C:55]=1[C:11]1[CH:10]=[CH:2][CH:3]=[CH:77][C:75]=1[CH2:76][N:37]1[CH:38]=[CH:39][CH:40]=[C:41]([C:42]([NH:1][C@@H:2]([CH2:10][CH2:11][CH2:12][NH:13][C:14]([NH:16][S:17]([C:20]2[C:21]([CH3:34])=[C:22]3[C:27](=[C:28]([CH3:31])[C:29]=2[CH3:30])[O:26][C:25]([CH3:33])([CH3:32])[CH2:24][CH2:23]3)(=[O:18])=[O:19])=[NH:15])[C:3]([O:5][C:6]([CH3:7])([CH3:8])[CH3:9])=[O:4])=[O:44])[C:36]1=[O:35])([CH3:8])[CH3:7], predict the reactants needed to synthesize it. The reactants are: [NH2:1][C@@H:2]([CH2:10][CH2:11][CH2:12][NH:13][C:14]([NH:16][S:17]([C:20]1[C:21]([CH3:34])=[C:22]2[C:27](=[C:28]([CH3:31])[C:29]=1[CH3:30])[O:26][C:25]([CH3:33])([CH3:32])[CH2:24][CH2:23]2)(=[O:19])=[O:18])=[NH:15])[C:3]([O:5][C:6]([CH3:9])([CH3:8])[CH3:7])=[O:4].[O:35]=[C:36]1[C:41]([C:42]([OH:44])=O)=[CH:40][CH:39]=[CH:38][NH:37]1.CN(C(ON1N=N[C:55]2[CH:56]=[CH:57][CH:58]=[CH:59][C:54]1=2)=[N+](C)C)C.F[P-](F)(F)(F)(F)F.CCN([CH:75]([CH3:77])[CH3:76])C(C)C. (5) Given the product [Br:13][C:14]1[C:19]([O:20][CH3:21])=[CH:18][C:17]([CH2:22][O:5][CH:1]2[CH2:4][CH2:3][CH2:2]2)=[CH:16][C:15]=1[O:24][CH3:25], predict the reactants needed to synthesize it. The reactants are: [CH:1]1([OH:5])[CH2:4][CH2:3][CH2:2]1.CN(C=O)C.[H-].[Na+].[Br:13][C:14]1[C:19]([O:20][CH3:21])=[CH:18][C:17]([CH2:22]Cl)=[CH:16][C:15]=1[O:24][CH3:25].